From a dataset of Reaction yield outcomes from USPTO patents with 853,638 reactions. Predict the reaction yield, written as a fraction of the theoretical maximum amount of product (1.0 means a 100% yield; for example, 0.34 means a 34% yield). (1) The reactants are [NH:1]1[CH2:5][CH2:4][NH:3][C:2]1=[O:6].Br[C:8]1[C:9]([F:18])=[CH:10][C:11]2[C:15]([CH3:16])=[CH:14][S:13][C:12]=2[CH:17]=1.CN[C@@H:21]1[CH2:26][CH2:25][CH2:24][CH2:23][C@H:22]1[NH:27][CH3:28].P([O-])([O-])([O-])=O.[K+].[K+].[K+].O1CCOC[CH2:38]1. The catalyst is [Cu](I)I. The product is [CH:25]1([C:24]2[CH:23]=[CH:22][N:27]=[CH:28][C:38]=2[N:1]2[CH2:5][CH2:4][N:3]([C:8]3[C:9]([F:18])=[CH:10][C:11]4[C:15]([CH3:16])=[CH:14][S:13][C:12]=4[CH:17]=3)[C:2]2=[O:6])[CH2:26][CH2:21]1. The yield is 0.220. (2) The product is [F:28][C:2]([F:1])([O:7][C:8]1[CH:9]=[CH:10][C:11]([C:14]2[O:18][C:17]([C:19]3[CH:27]=[CH:26][C:22]([C:23]([N:52]=[N+:53]=[N-:54])=[O:24])=[CH:21][CH:20]=3)=[N:16][N:15]=2)=[CH:12][CH:13]=1)[C:3]([F:5])([F:4])[F:6]. The yield is 0.630. The reactants are [F:1][C:2]([F:28])([O:7][C:8]1[CH:13]=[CH:12][C:11]([C:14]2[O:18][C:17]([C:19]3[CH:27]=[CH:26][C:22]([C:23](O)=[O:24])=[CH:21][CH:20]=3)=[N:16][N:15]=2)=[CH:10][CH:9]=1)[C:3]([F:6])([F:5])[F:4].C(N(CC)CC)C.P([N:52]=[N+:53]=[N-:54])(=O)(OC1C=CC=CC=1)OC1C=CC=CC=1. The catalyst is C(O)(C)C. (3) The reactants are C([O:3][C:4]([CH:6]1[CH2:11][CH2:10][N:9]([CH2:12][CH2:13][O:14][CH3:15])[CH2:8][CH2:7]1)=O)C.[H-].C([Al+]CC(C)C)C(C)C. The catalyst is C1(C)C=CC=CC=1. The product is [CH3:15][O:14][CH2:13][CH2:12][N:9]1[CH2:10][CH2:11][CH:6]([CH:4]=[O:3])[CH2:7][CH2:8]1. The yield is 0.690.